This data is from Experimentally validated miRNA-target interactions with 360,000+ pairs, plus equal number of negative samples. The task is: Binary Classification. Given a miRNA mature sequence and a target amino acid sequence, predict their likelihood of interaction. (1) The miRNA is mmu-miR-541-5p with sequence AAGGGAUUCUGAUGUUGGUCACACU. The protein sequence of the target gene is MVISVVLLLLAAYAVPAQGLGSFVHCEPCDEKALSMCPPSPLGCELVKEPGCGCCMTCALAEGQSCGVYTERCAQGLRCLPRQDEEKPLHALLHGRGVCLNEKSYGEQTKIERDSREHEEPTTSEMAEETYSPKVFRPKHTRISELKAEAVKKDRRKKLTQSKFVGGAENTAHPRVIPAPEMRQESEQGPCRRHMEASLQEFKASPRMVPRAVYLPNCDRKGFYKRKQCKPSRGRKRGICWCVDKYGMKLPGMEYVDGDFQCHAFDSSNVE. Result: 1 (interaction). (2) The miRNA is hsa-miR-4500 with sequence UGAGGUAGUAGUUUCUU. The protein sequence of the target gene is MGDWSFLGRLLENAQEHSTVIGKVWLTVLFIFRILVLGAAAEDVWGDEQSDFTCNTQQPGCENVCYDRAFPISHIRFWALQIIFVSTPTLIYLGHVLHIVRMEEKKKEREEEEQLKRESPSPKEPPQDNPSSRDDRGRVRMAGALLRTYVFNIIFKTLFEVGFIAGQYFLYGFELKPLYRCDRWPCPNTVDCFISRPTEKTIFIIFMLAVACASLLLNMLEIYHLGWKKLKQGVTSRLGPDASEAPLGTADPPPLPPSSRPPAVAIGFPPYYAHTAAPLGQARAVGYPGAPPPAADFKLL.... Result: 0 (no interaction). (3) The miRNA is mmu-miR-465b-5p with sequence UAUUUAGAAUGGUGCUGAUCUG. The protein sequence of the target gene is MEEGGRDKAPVQPQQSPAAAPGGTDEKPSGKERRDAGDKDKEQELSEEDKQLQDELEMLVERLGEKDTSLYRPALEELRRQIRSSTTSMTSVPKPLKFLRPHYGKLKEIYENMAPGENKRFAADIISVLAMTMSGERECLKYRLVGSQEELASWGHEYVRHLAGEVAKEWQELDDAEKVQREPLLTLVKEIVPYNMAHNAEHEACDLLMEIEQVDMLEKDIDENAYAKVCLYLTSCVNYVPEPENSALLRCALGVFRKFSRFPEALRLALMLNDMELVEDIFTSCKDVVVQKQMAFMLGR.... Result: 0 (no interaction). (4) The miRNA is hsa-miR-578 with sequence CUUCUUGUGCUCUAGGAUUGU. The protein sequence of the target gene is MGSILSRRIAGVEDIDIQANSAYRYPPKSGNYFASHFFMGGEKFDTPHPEGYLFGENMDLNFLGSRPVQFPYVTPAPHEPVKTLRSLVNIRKDSLRLVRYKDDADSPTEDGDKPRVLYSLEFTFDADARVAITIYCQASEEFLNGRAVYSPKSPSLQSETVHYKRGVSQQFSLPSFKIDFSEWKDDELNFDLDRGVFPVVIQAVVDEGDVVEVTGHAHVLLAAFEKHMDGSFSVKPLKQKQIVDRVSYLLQEIYGIENKNNQETKPSDDENSDNSNECVVCLSDLRDTLILPCRHLCLCT.... Result: 1 (interaction). (5) The miRNA is rno-miR-34a-5p with sequence UGGCAGUGUCUUAGCUGGUUGU. The protein sequence of the target gene is MMANWAEARPLLILIVLLGQFVSIKAQEEDEDEGYGEEIACTQNGQMYLNRDIWKPAPCQICVCDNGAILCDKIECQDVLDCADPVTPPGECCPVCSQTPGGGNTNFGRGRKGQKGEPGLVPVVTGIRGRPGPAGPPGSQGPRGERGPKGRPGPRGPQGIDGEPGVPGQPGAPGPPGHPSHPGPDGLSRPFSAQMAGLDEKSGLGSQVGLMPGSVGPVGPRGPQGLQGQQGGAGPTGPPGEPGDPGPMGPIGSRGPEGPPGKPGEDGEPGRNGNPGEVGFAGSPGARGFPGAPGLPGLKG.... Result: 0 (no interaction). (6) The protein sequence of the target gene is MSLSAGLPVRPLLLLLLLLWSVAPQALPPRSHSLRYLFMGASEPDLGLPLFEARGYVDDQLFVSYNHESRRAEPRAPWILEQTSSQLWLHLSQSLKGWDYMFIVDFWTIMGNYNHSKVTKLGVVSESHILQVVLGCEVHEDNSTSGFWRYGYDGQDHLEFCPKTLNWSAAEPGAWATKVEWDEHKIRAKQNRDYLEKDCPEQLKRLLELGRGVLGQQVPTLVKVTRHWASTGTSLRCQALDFFPQNITMRWLKDNQPLDAKDVNPEKVLPNGDETYQGWLTLAVAPGDETRFTCQVEHPG.... Result: 0 (no interaction). The miRNA is hsa-miR-516b-5p with sequence AUCUGGAGGUAAGAAGCACUUU. (7) The miRNA is hsa-miR-4299 with sequence GCUGGUGACAUGAGAGGC. The protein sequence of the target gene is MIHTNLKKKFSCCVLVFLLFAVICVWKEKKKGSYYDSFKLQTKEFQVLKSLGKLAMGSDSQSVSSSSTQDPHRGRQTLGSLRGLAKAKPEASFQVWNKDSSSKNLIPRLQKIWKNYLSMNKYKVSYKGPGPGIKFSAEALRCHLRDHVNVSMVEVTDFPFNTSEWEGYLPKESIRTKAGPWGRCAVVSSAGSLKSSQLGREIDDHDAVLRFNGAPTANFQQDVGTKTTIRLMNSQLVTTEKRFLKDSLYNEGILIVWDPSVYHSDIPKWYQNPDYNFFNNYKTYRKLHPNQPFYILKPQM.... Result: 0 (no interaction). (8) The miRNA is hsa-miR-302d-5p with sequence ACUUUAACAUGGAGGCACUUGC. The protein sequence of the target gene is MTPGTQSPFFLLLLLTVLTVVTGSGHASSTPGGEKETSATQRSSVPSSTEKNAVSMTSSVLSSHSPGSGSSTTQGQDVTLAPATEPASGSAATWGQDVTSVPVTRPALGSTTPPAHDVTSAPDNKPAPGSTAPPAHGVTSAPDTRPAPGSTAPPAHGVTSAPDTRPAPGSTAPPAHGVTSAPDTRPAPGSTAPPAHGVTSAPDTRPAPGSTAPPAHGVTSAPDTRPAPGSTAPPAHGVTSAPDTRPAPGSTAPPAHGVTSAPDTRPAPGSTAPPAHGVTSAPDTRPAPGSTAPPAHGVTS.... Result: 0 (no interaction). (9) The miRNA is mmu-miR-3098-5p with sequence UCCUAACAGCAGGAGUAGGAGC. The protein sequence of the target gene is MSDQQLDCALDLMRRLPPQQIEKNLSDLIDLVPSLCEDLLSSVDQPLKIARDKVVGKDYLLCDYNRDGDSYRSPWSNKYDPPLEDGAMPSARLRKLEVEANNAFDQYRDLYFEGGVSSVYLWDLDHGFAGVILIKKAGDGSKKIKGCWDSIHVVEVQEKSSGRTAHYKLTSTVMLWLQTNKSGSGTMNLGGSLTRQMEKDETVSDCSPHIANIGRLVEDMENKIRSTLNEIYFGKTKDIVNGLRSIDAIPDNQKFKQLQRELSQVLTQRQIYIQPDN. Result: 0 (no interaction).